This data is from Forward reaction prediction with 1.9M reactions from USPTO patents (1976-2016). The task is: Predict the product of the given reaction. (1) Given the reactants [C:1]([NH:11][C@H:12]([C:14]([OH:16])=O)[CH3:13])([O:3][CH2:4][C:5]1[CH:10]=[CH:9][CH:8]=[CH:7][CH:6]=1)=[O:2].C([N:20]([CH:23](C)C)CC)(C)C.CCN=C=NCCCN(C)C.Cl.Cl.[C:39](OC(C)C)(=[O:41])C, predict the reaction product. The product is: [CH3:39][O:41][N:20]([CH3:23])[C:14](=[O:16])[C@@H:12]([NH:11][C:1](=[O:2])[O:3][CH2:4][C:5]1[CH:6]=[CH:7][CH:8]=[CH:9][CH:10]=1)[CH3:13]. (2) Given the reactants Cl.[CH3:2][N:3]([CH3:8])[C:4](=[O:7])[CH2:5][NH2:6].[Si:9]([O:16][CH2:17][C:18]1[CH:23]=[CH:22][N:21]=[C:20]([CH:24]=O)[CH:19]=1)([C:12]([CH3:15])([CH3:14])[CH3:13])([CH3:11])[CH3:10], predict the reaction product. The product is: [Si:9]([O:16][CH2:17][C:18]1[CH:23]=[CH:22][N:21]=[C:20]([CH2:24][NH:6][CH2:5][C:4]([N:3]([CH3:8])[CH3:2])=[O:7])[CH:19]=1)([C:12]([CH3:15])([CH3:14])[CH3:13])([CH3:10])[CH3:11]. (3) Given the reactants FC(F)(F)S(O[C:7]1[CH:8]=[C:9]([C:19]([O:21][CH3:22])=[O:20])[CH:10]=[C:11]([C:13]2[CH:18]=[CH:17][CH:16]=[CH:15][CH:14]=2)[CH:12]=1)(=O)=O.[CH3:25][N:26](C=O)C, predict the reaction product. The product is: [C:25]([C:7]1[CH:8]=[C:9]([C:19]([O:21][CH3:22])=[O:20])[CH:10]=[C:11]([C:13]2[CH:18]=[CH:17][CH:16]=[CH:15][CH:14]=2)[CH:12]=1)#[N:26].